From a dataset of HIV replication inhibition screening data with 41,000+ compounds from the AIDS Antiviral Screen. Binary Classification. Given a drug SMILES string, predict its activity (active/inactive) in a high-throughput screening assay against a specified biological target. The compound is Cc1cc(=O)n2c(n1)sc1ccc3ccccc3c12. The result is 0 (inactive).